This data is from Catalyst prediction with 721,799 reactions and 888 catalyst types from USPTO. The task is: Predict which catalyst facilitates the given reaction. (1) Reactant: [N:1]1[C:9]2[C:4](=[N:5][CH:6]=[CH:7][CH:8]=2)[N:3]([CH2:10][C:11]2[CH:22]=[CH:21][C:14]3[N:15]=[C:16](S(C)=O)[S:17][C:13]=3[CH:12]=2)[CH:2]=1.N1C2C(=NC=CC=2)N(CC2C=CC3N=C(S(C)(=O)=O)SC=3C=2)C=1.[NH2:46][C@H:47]([CH:50]1[CH2:55][CH2:54][CH2:53][CH2:52][CH2:51]1)[CH2:48][OH:49].CCN(C(C)C)C(C)C. Product: [N:1]1[C:9]2[C:4](=[N:5][CH:6]=[CH:7][CH:8]=2)[N:3]([CH2:10][C:11]2[CH:22]=[CH:21][C:14]3[N:15]=[C:16]([NH:46][C@H:47]([CH:50]4[CH2:55][CH2:54][CH2:53][CH2:52][CH2:51]4)[CH2:48][OH:49])[S:17][C:13]=3[CH:12]=2)[CH:2]=1. The catalyst class is: 44. (2) Reactant: Cl[C:2]1[CH:7]=[C:6]([C:8]2[CH2:13][CH2:12][CH:11]([CH3:14])[CH2:10][CH:9]=2)[N:5]=[C:4]([NH2:15])[N:3]=1.[C:16]([O:20][C:21]([NH:23][CH:24]1[CH2:28][CH2:27][NH:26][CH2:25]1)=[O:22])([CH3:19])([CH3:18])[CH3:17].C(N(CC)CC)C. Product: [NH2:15][C:4]1[N:3]=[C:2]([N:26]2[CH2:27][CH2:28][CH:24]([NH:23][C:21](=[O:22])[O:20][C:16]([CH3:18])([CH3:17])[CH3:19])[CH2:25]2)[CH:7]=[C:6]([C:8]2[CH2:13][CH2:12][CH:11]([CH3:14])[CH2:10][CH:9]=2)[N:5]=1. The catalyst class is: 14. (3) Reactant: C[O:2][C:3]([C:5]1([C:8]2[O:12][N:11]=[C:10]([C:13]3[CH:18]=[CH:17][C:16]([O:19][Si](C(C)(C)C)(C)C)=[CH:15][CH:14]=3)[C:9]=2[C:27]2[CH:32]=[CH:31][CH:30]=[CH:29][CH:28]=2)[CH2:7][CH2:6]1)=[O:4].[OH-].[Na+]. Product: [OH:19][C:16]1[CH:15]=[CH:14][C:13]([C:10]2[C:9]([C:27]3[CH:32]=[CH:31][CH:30]=[CH:29][CH:28]=3)=[C:8]([C:5]3([C:3]([OH:4])=[O:2])[CH2:7][CH2:6]3)[O:12][N:11]=2)=[CH:18][CH:17]=1. The catalyst class is: 30.